Dataset: Full USPTO retrosynthesis dataset with 1.9M reactions from patents (1976-2016). Task: Predict the reactants needed to synthesize the given product. (1) The reactants are: B(Br)(Br)Br.C(Cl)Cl.[CH:8]([C:11]1[C:16]([O:17]C)=[CH:15][CH:14]=[CH:13][C:12]=1[CH2:19][CH2:20][NH2:21])([CH3:10])[CH3:9].C([O-])([O-])=O.[K+].[K+].[CH3:28][C:29]([O:32][C:33](O[C:33]([O:32][C:29]([CH3:31])([CH3:30])[CH3:28])=[O:34])=[O:34])([CH3:31])[CH3:30].[NH4+].[Cl-]. Given the product [C:29]([O:32][C:33](=[O:34])[NH:21][CH2:20][CH2:19][C:12]1[CH:13]=[CH:14][CH:15]=[C:16]([OH:17])[C:11]=1[CH:8]([CH3:10])[CH3:9])([CH3:31])([CH3:30])[CH3:28], predict the reactants needed to synthesize it. (2) Given the product [C:1]([O:5][C:6]([N:8]1[CH2:13][CH2:12][CH:11]([CH2:14][C:15]2[CH:24]=[CH:23][C:22]3[C:17](=[CH:18][CH:19]=[CH:20][CH:21]=3)[CH:16]=2)[CH2:10][CH2:9]1)=[O:7])([CH3:4])([CH3:2])[CH3:3], predict the reactants needed to synthesize it. The reactants are: [C:1]([O:5][C:6]([N:8]1[CH2:13][CH2:12][C:11](=[CH:14][C:15]2[CH:24]=[CH:23][C:22]3[C:17](=[CH:18][CH:19]=[CH:20][CH:21]=3)[CH:16]=2)[CH2:10][CH2:9]1)=[O:7])([CH3:4])([CH3:3])[CH3:2]. (3) Given the product [N:1]1[CH:6]=[CH:5][CH:4]=[N:3][C:2]=1[CH2:7][N:8]1[C:14](=[O:15])[C:13]2[CH:16]=[C:17]([C:20]3[CH:21]=[CH:22][C:23]([C:32]([F:34])([F:33])[F:31])=[CH:24][CH:25]=3)[CH:18]=[CH:19][C:12]=2[O:11][CH2:10][CH2:9]1, predict the reactants needed to synthesize it. The reactants are: [N:1]1[CH:6]=[CH:5][CH:4]=[N:3][C:2]=1[CH2:7][N:8]1[C:14](=[O:15])[C:13]2[CH:16]=[C:17]([C:20]3[CH:25]=[CH:24][C:23](OC(F)(F)F)=[CH:22][CH:21]=3)[CH:18]=[CH:19][C:12]=2[O:11][CH2:10][CH2:9]1.[F:31][C:32](OB(C1C=CC=CC=1)O)([F:34])[F:33]. (4) Given the product [Cl:20][C:5]1[C:6]([N:8]([CH3:19])[C:9]2[CH:18]=[CH:17][CH:16]=[CH:15][C:10]=2[C:11]([NH:13][CH3:14])=[O:12])=[N:7][C:2]([NH:25][C:24]2[CH:26]=[C:27]([N+:30]([O-:32])=[O:31])[CH:28]=[CH:29][C:23]=2[O:22][CH3:21])=[N:3][CH:4]=1, predict the reactants needed to synthesize it. The reactants are: Cl[C:2]1[N:7]=[C:6]([N:8]([CH3:19])[C:9]2[CH:18]=[CH:17][CH:16]=[CH:15][C:10]=2[C:11]([NH:13][CH3:14])=[O:12])[C:5]([Cl:20])=[CH:4][N:3]=1.[CH3:21][O:22][C:23]1[CH:29]=[CH:28][C:27]([N+:30]([O-:32])=[O:31])=[CH:26][C:24]=1[NH2:25].CC1C=CC(S(O)(=O)=O)=CC=1. (5) Given the product [C:1]([O:5][C:6](=[O:27])[NH:7][C:8]1([C:12]2[CH:17]=[CH:16][C:15]([C:18]3[C:19]([C:20]4[CH:25]=[CH:24][CH:23]=[CH:22][CH:21]=4)=[CH:35][C:34]4[C:33](=[CH:32][CH:31]=[N:30][C:29]=4[Cl:28])[N:37]=3)=[CH:14][CH:13]=2)[CH2:11][CH2:10][CH2:9]1)([CH3:4])([CH3:3])[CH3:2], predict the reactants needed to synthesize it. The reactants are: [C:1]([O:5][C:6](=[O:27])[NH:7][C:8]1([C:12]2[CH:17]=[CH:16][C:15]([C:18](=O)[CH2:19][C:20]3[CH:25]=[CH:24][CH:23]=[CH:22][CH:21]=3)=[CH:14][CH:13]=2)[CH2:11][CH2:10][CH2:9]1)([CH3:4])([CH3:3])[CH3:2].[Cl:28][C:29]1[C:34]([CH:35]=O)=[C:33]([NH:37]C(=O)OC(C)(C)C)[CH:32]=[CH:31][N:30]=1.C(=O)([O-])[O-].[K+].[K+].CN(C=O)C. (6) Given the product [CH3:1][O:2][C:3](=[O:22])[C:4]1[CH:9]=[C:8]([NH2:10])[C:7]([NH2:13])=[C:6]([F:14])[C:5]=1[NH:15][C:16]1[CH:17]=[CH:18][CH:19]=[CH:20][CH:21]=1, predict the reactants needed to synthesize it. The reactants are: [CH3:1][O:2][C:3](=[O:22])[C:4]1[CH:9]=[C:8]([N+:10]([O-])=O)[C:7]([NH2:13])=[C:6]([F:14])[C:5]=1[NH:15][C:16]1[CH:21]=[CH:20][CH:19]=[CH:18][CH:17]=1.C([O-])=O.[NH4+]. (7) Given the product [CH:10]1([N:14]2[C:26]3[CH2:25][CH2:24][CH:23]([CH:27]4[CH2:32][CH2:31][O:30][CH2:29][CH2:28]4)[CH2:22][C:21]=3[C:20]3[C:15]2=[CH:16][CH:17]=[C:18]([C:33]([N:39]([CH2:37][CH3:38])[CH2:40][C:41]([NH:43][CH2:44][CH2:45][F:46])=[O:42])=[O:34])[CH:19]=3)[CH2:11][CH2:12][CH2:13]1, predict the reactants needed to synthesize it. The reactants are: C(N(CC)C(C)C)(C)C.[CH:10]1([N:14]2[C:26]3[CH2:25][CH2:24][CH:23]([CH:27]4[CH2:32][CH2:31][O:30][CH2:29][CH2:28]4)[CH2:22][C:21]=3[C:20]3[C:15]2=[CH:16][CH:17]=[C:18]([C:33](O)=[O:34])[CH:19]=3)[CH2:13][CH2:12][CH2:11]1.Cl.[CH2:37]([NH:39][CH2:40][C:41]([NH:43][CH2:44][CH2:45][F:46])=[O:42])[CH3:38].CN(C(ON1N=NC2C=CC=NC1=2)=[N+](C)C)C.F[P-](F)(F)(F)(F)F.